Dataset: Full USPTO retrosynthesis dataset with 1.9M reactions from patents (1976-2016). Task: Predict the reactants needed to synthesize the given product. (1) Given the product [N:31]1([CH2:36][C:37]([N:39]2[CH2:43][C:42](=[CH:7][C:6]3[CH:5]=[CH:4][C:3]([F:2])=[CH:28][CH:27]=3)[CH2:41][C@H:40]2[C:45]([NH:47][C:48]2[CH:53]=[CH:52][C:51]([O:54][C:55]3[CH:56]=[CH:57][C:58]([F:61])=[CH:59][CH:60]=3)=[CH:50][CH:49]=2)=[O:46])=[O:38])[CH:35]=[N:34][CH:33]=[N:32]1, predict the reactants needed to synthesize it. The reactants are: [Cl-].[F:2][C:3]1[CH:28]=[CH:27][C:6]([CH2:7]P(C2C=CC=CC=2)(C2C=CC=CC=2)C2C=CC=CC=2)=[CH:5][CH:4]=1.[H-].[Na+].[N:31]1([CH2:36][C:37]([N:39]2[CH2:43][C:42](=O)[CH2:41][C@H:40]2[C:45]([NH:47][C:48]2[CH:53]=[CH:52][C:51]([O:54][C:55]3[CH:60]=[CH:59][C:58]([F:61])=[CH:57][CH:56]=3)=[CH:50][CH:49]=2)=[O:46])=[O:38])[CH:35]=[N:34][CH:33]=[N:32]1. (2) Given the product [NH2:17][C:15]1[N:16]=[C:11]([CH:10]=[CH:9][C:6]2[CH:5]=[CH:4][C:3]([OH:2])=[CH:8][CH:7]=2)[CH:12]=[CH:13][CH:14]=1, predict the reactants needed to synthesize it. The reactants are: C[O:2][C:3]1[CH:8]=[CH:7][C:6]([CH:9]=[CH:10][C:11]2[N:16]=[C:15]([NH2:17])[CH:14]=[CH:13][CH:12]=2)=[CH:5][CH:4]=1.B(Br)(Br)Br. (3) Given the product [F:12][CH:13]([F:16])[CH2:14][O:15][C:2]1[CH:10]=[C:9]([CH3:11])[C:5]([C:6]([OH:8])=[O:7])=[CH:4][N:3]=1, predict the reactants needed to synthesize it. The reactants are: F[C:2]1[CH:10]=[C:9]([CH3:11])[C:5]([C:6]([OH:8])=[O:7])=[CH:4][N:3]=1.[F:12][CH:13]([F:16])[CH2:14][OH:15]. (4) Given the product [O:23]=[C:21]1[N:10]2[CH2:9][CH2:8][NH:7][CH2:6][C:5]2([C:3]([O:2][CH3:1])=[O:4])[CH2:18][NH:19]1, predict the reactants needed to synthesize it. The reactants are: [CH3:1][O:2][C:3]([C:5]1([CH2:18][NH2:19])[NH:10][CH2:9][CH2:8][N:7](C(OC(C)(C)C)=O)[CH2:6]1)=[O:4].Cl[C:21](Cl)([O:23]C(=O)OC(Cl)(Cl)Cl)Cl. (5) Given the product [CH2:1]([N:8]1[C:16]2[C:11](=[CH:12][C:13]([C:17]3[CH:18]=[CH:19][C:20]([C:23]([CH3:26])([CH3:25])[CH3:24])=[CH:21][CH:22]=3)=[CH:14][CH:15]=2)[C:10]([C:27](=[O:31])[C:28]([O:35][CH2:33][CH3:34])=[O:29])=[CH:9]1)[C:2]1[CH:3]=[CH:4][CH:5]=[CH:6][CH:7]=1, predict the reactants needed to synthesize it. The reactants are: [CH2:1]([N:8]1[C:16]2[C:11](=[CH:12][C:13]([C:17]3[CH:22]=[CH:21][C:20]([C:23]([CH3:26])([CH3:25])[CH3:24])=[CH:19][CH:18]=3)=[CH:14][CH:15]=2)[CH:10]=[CH:9]1)[C:2]1[CH:7]=[CH:6][CH:5]=[CH:4][CH:3]=1.[C:27](Cl)(=[O:31])[C:28](Cl)=[O:29].[CH2:33]([OH:35])[CH3:34].